Dataset: Catalyst prediction with 721,799 reactions and 888 catalyst types from USPTO. Task: Predict which catalyst facilitates the given reaction. Reactant: [CH2:1]([O:8][CH2:9][CH2:10][CH2:11][O:12][C:13]1[CH:18]=[CH:17][C:16]([CH:19]2[CH:24]([OH:25])[CH2:23][N:22]([C:26]([O:28][C:29]([CH3:32])([CH3:31])[CH3:30])=[O:27])[CH2:21][CH:20]2[O:33][CH2:34][C:35]2[CH:40]=[CH:39][C:38]([O:41]COCC[Si](C)(C)C)=[CH:37][CH:36]=2)=[CH:15][CH:14]=1)[C:2]1[CH:7]=[CH:6][CH:5]=[CH:4][CH:3]=1.Cl.C(Cl)Cl. Product: [CH2:1]([O:8][CH2:9][CH2:10][CH2:11][O:12][C:13]1[CH:14]=[CH:15][C:16]([CH:19]2[CH:24]([OH:25])[CH2:23][N:22]([C:26]([O:28][C:29]([CH3:32])([CH3:31])[CH3:30])=[O:27])[CH2:21][CH:20]2[O:33][CH2:34][C:35]2[CH:36]=[CH:37][C:38]([OH:41])=[CH:39][CH:40]=2)=[CH:17][CH:18]=1)[C:2]1[CH:7]=[CH:6][CH:5]=[CH:4][CH:3]=1. The catalyst class is: 5.